Predict which catalyst facilitates the given reaction. From a dataset of Catalyst prediction with 721,799 reactions and 888 catalyst types from USPTO. (1) Reactant: C[C:2]1([CH3:10])[O:7][C:6](=[O:8])[CH2:5][C:4](=[O:9])O1.[CH3:11][O:12][CH2:13][CH2:14][O:15][CH2:16]C(Cl)=O.Cl. Product: [CH3:11][O:12][CH2:13][CH2:14][O:15][CH2:16][C:4](=[O:9])[CH2:5][C:6]([O:7][CH2:2][CH3:10])=[O:8]. The catalyst class is: 17. (2) Reactant: Cl[C:2]1[N:7]=[CH:6][N:5]=[C:4]([C:8]2[CH:9]=[CH:10][C:11]([O:16][CH:17]3[CH2:22][CH2:21][O:20][CH2:19][CH2:18]3)=[C:12]([CH:15]=2)[C:13]#[N:14])[N:3]=1.Cl.[F:24][CH:25]([F:36])[O:26][C:27]1[CH:33]=[CH:32][C:30]([NH2:31])=[CH:29][C:28]=1[O:34][CH3:35].C(N(CC)C(C)C)(C)C. Product: [F:24][CH:25]([F:36])[O:26][C:27]1[CH:33]=[CH:32][C:30]([NH:31][C:2]2[N:7]=[CH:6][N:5]=[C:4]([C:8]3[CH:9]=[CH:10][C:11]([O:16][CH:17]4[CH2:22][CH2:21][O:20][CH2:19][CH2:18]4)=[C:12]([CH:15]=3)[C:13]#[N:14])[N:3]=2)=[CH:29][C:28]=1[O:34][CH3:35]. The catalyst class is: 10. (3) Reactant: [Cl:1][C:2]1[C:10]([C:11]2[CH:16]=[CH:15][C:14]([Cl:17])=[CH:13][CH:12]=2)=[CH:9][C:5]([C:6]([OH:8])=O)=[CH:4][N:3]=1.Cl.[NH2:19][C@@H:20]1[CH2:25][CH2:24][CH2:23][CH2:22][C@H:21]1[OH:26].CN(C(ON1N=NC2C=CC=CC1=2)=[N+](C)C)C.[B-](F)(F)(F)F.C(N(C(C)C)C(C)C)C. Product: [Cl:1][C:2]1[C:10]([C:11]2[CH:16]=[CH:15][C:14]([Cl:17])=[CH:13][CH:12]=2)=[CH:9][C:5]([C:6]([NH:19][C@@H:20]2[CH2:25][CH2:24][CH2:23][CH2:22][C@H:21]2[OH:26])=[O:8])=[CH:4][N:3]=1. The catalyst class is: 9. (4) Product: [NH2:28][C:10]1[CH:11]=[C:12]([CH:26]=[CH:27][C:9]=1[NH:8][CH2:7][CH:1]1[CH2:6][CH2:5][CH2:4][CH2:3][CH2:2]1)[C:13]([N:15]([CH2:21][C:22]([F:23])([F:24])[F:25])[CH2:16][C:17]([F:19])([F:20])[F:18])=[O:14]. The catalyst class is: 99. Reactant: [CH:1]1([CH2:7][NH:8][C:9]2[CH:27]=[CH:26][C:12]([C:13]([N:15]([CH2:21][C:22]([F:25])([F:24])[F:23])[CH2:16][C:17]([F:20])([F:19])[F:18])=[O:14])=[CH:11][C:10]=2[N+:28]([O-])=O)[CH2:6][CH2:5][CH2:4][CH2:3][CH2:2]1. (5) Reactant: C(OC[C:7]([CH2:12][OH:13])([CH2:10][OH:11])[CH2:8]O)(=O)C=C.[C:14](OCC(CO[C:35](=[O:38])[CH:36]=[CH2:37])(CO[C:14](=O)[CH:15]=[CH2:16])CO[C:35](=[O:38])[CH:36]=[CH2:37])(=O)[CH:15]=[CH2:16]. Product: [CH2:35]1[CH2:37][CH2:36][C:35]([OH:38])([C:12]([C:7]2[CH:8]=[CH:16][CH:15]=[CH:14][CH:10]=2)=[O:13])[CH2:37][CH2:36]1.[C:10]1(=[O:11])[CH2:7][CH2:12][CH2:16][CH2:15][CH2:14]1. The catalyst class is: 824. (6) Reactant: [F:1][C:2]1([F:12])[CH2:5][CH:4]([C:6](N(OC)C)=[O:7])[CH2:3]1.[CH3:13][Mg]Br. The catalyst class is: 27. Product: [F:1][C:2]1([F:12])[CH2:5][CH:4]([C:6](=[O:7])[CH3:13])[CH2:3]1. (7) Reactant: Cl[C:2]1[N:7]=[C:6]([N:8]([CH2:15][CH3:16])[C:9]2[CH:14]=[CH:13][CH:12]=[CH:11][CH:10]=2)[N:5]=[C:4]([NH2:17])[N:3]=1.[C-:18]#[N:19].[K+]. Product: [NH2:17][C:4]1[N:5]=[C:6]([N:8]([CH2:15][CH3:16])[C:9]2[CH:14]=[CH:13][CH:12]=[CH:11][CH:10]=2)[N:7]=[C:2]([C:18]#[N:19])[N:3]=1. The catalyst class is: 197. (8) Reactant: Br[C:2]1[CH:3]=[C:4]2[C:9](=[CH:10][CH:11]=1)[NH:8][C:7](=[O:12])[N:6]([CH3:13])[CH:5]2[C:14]1[CH:19]=[CH:18][CH:17]=[CH:16][CH:15]=1.[B:20]1([B:20]2[O:24][C:23]([CH3:26])([CH3:25])[C:22]([CH3:28])([CH3:27])[O:21]2)[O:24][C:23]([CH3:26])([CH3:25])[C:22]([CH3:28])([CH3:27])[O:21]1.C([O-])(=O)C.[K+]. Product: [CH3:13][N:6]1[CH:5]([C:14]2[CH:19]=[CH:18][CH:17]=[CH:16][CH:15]=2)[C:4]2[C:9](=[CH:10][CH:11]=[C:2]([B:20]3[O:24][C:23]([CH3:26])([CH3:25])[C:22]([CH3:28])([CH3:27])[O:21]3)[CH:3]=2)[NH:8][C:7]1=[O:12]. The catalyst class is: 12. (9) Reactant: [NH2:1][C@H:2]1[CH2:6][N:5]([C:7]([O:9][C:10]([CH3:13])([CH3:12])[CH3:11])=[O:8])[C@@H:4]([CH3:14])[CH2:3]1.[Br:15][C:16]1[C:21]([F:22])=[CH:20][C:19]([Br:23])=[C:18]([F:24])[C:17]=1[S:25](Cl)(=[O:27])=[O:26].CCN(C(C)C)C(C)C. Product: [Br:15][C:16]1[C:21]([F:22])=[CH:20][C:19]([Br:23])=[C:18]([F:24])[C:17]=1[S:25]([NH:1][C@H:2]1[CH2:6][N:5]([C:7]([O:9][C:10]([CH3:13])([CH3:12])[CH3:11])=[O:8])[C@@H:4]([CH3:14])[CH2:3]1)(=[O:27])=[O:26]. The catalyst class is: 2. (10) Reactant: [CH3:1][CH2:2][CH:3](P(OCC)(OCC)=O)[C:4]([O:6][CH2:7][CH3:8])=[O:5].[H-].[Na+].[CH2:19]([O:21][C:22]1[CH:23]=[C:24]([CH:27]=[CH:28][C:29]=1[OH:30])[CH:25]=O)[CH3:20].[Cl-].[NH4+].Cl. Product: [CH2:19]([O:21][C:22]1[CH:23]=[C:24](/[CH:25]=[C:3](\[CH2:2][CH3:1])/[C:4]([O:6][CH2:7][CH3:8])=[O:5])[CH:27]=[CH:28][C:29]=1[OH:30])[CH3:20]. The catalyst class is: 7.